From a dataset of Full USPTO retrosynthesis dataset with 1.9M reactions from patents (1976-2016). Predict the reactants needed to synthesize the given product. (1) Given the product [Cl:1][C:2]1[CH:3]=[N:4][CH:5]=[C:6]([Cl:20])[C:7]=1[S:8][C:9]1[S:13][C:12]([C:14]([NH:28][CH2:27][CH2:26][C:25]2[CH:29]=[CH:30][C:22]([F:21])=[CH:23][CH:24]=2)=[O:15])=[CH:11][C:10]=1[N+:17]([O-:19])=[O:18], predict the reactants needed to synthesize it. The reactants are: [Cl:1][C:2]1[CH:3]=[N:4][CH:5]=[C:6]([Cl:20])[C:7]=1[S:8][C:9]1[S:13][C:12]([C:14](Cl)=[O:15])=[CH:11][C:10]=1[N+:17]([O-:19])=[O:18].[F:21][C:22]1[CH:30]=[CH:29][C:25]([CH2:26][CH2:27][NH2:28])=[CH:24][CH:23]=1. (2) Given the product [Cl:6][C:5]1[N:7]=[C:8]([Cl:9])[N:10]=[C:11]([CH3:1])[N:4]=1, predict the reactants needed to synthesize it. The reactants are: [CH3:1][Mg]Br.[N:4]1[C:11](Cl)=[N:10][C:8]([Cl:9])=[N:7][C:5]=1[Cl:6]. (3) Given the product [Cl:29][C:7]1[CH:2]=[C:3]([CH2:9][S:10][C:13]2[N:22]=[C:21]([NH:23][C@H:24]([CH3:27])[CH2:25][OH:26])[C:20]3[N:19]=[CH:18][C:17](=[O:28])[NH:16][C:15]=3[N:14]=2)[CH:4]=[CH:5][CH:6]=1, predict the reactants needed to synthesize it. The reactants are: F[C:2]1[C:7](F)=[CH:6][CH:5]=[CH:4][C:3]=1[CH2:9][S:10]([C:13]1[N:22]=[C:21]([NH:23][C@H:24]([CH3:27])[CH2:25][OH:26])[C:20]2[N:19]=[CH:18][C:17](=[O:28])[NH:16][C:15]=2[N:14]=1)(=O)=O.[Cl:29]C1C=C(CS)C=CC=1. (4) The reactants are: [NH2:1][C:2]1[CH:9]=[CH:8][C:5]([C:6]#[N:7])=[CH:4][CH:3]=1.N1C=CC=CC=1.[Cl:16][C:17]1[CH:22]=[CH:21][C:20]([S:23](Cl)(=[O:25])=[O:24])=[CH:19][CH:18]=1. Given the product [Cl:16][C:17]1[CH:22]=[CH:21][C:20]([S:23]([NH:1][C:2]2[CH:9]=[CH:8][C:5]([C:6]#[N:7])=[CH:4][CH:3]=2)(=[O:25])=[O:24])=[CH:19][CH:18]=1, predict the reactants needed to synthesize it. (5) Given the product [Br:11][C:12]1[CH:17]=[CH:16][C:15]([O:10][CH:7]2[CH2:8][CH2:9][N:4]([CH3:3])[CH2:5][CH2:6]2)=[CH:14][C:13]=1[S:19][CH3:20], predict the reactants needed to synthesize it. The reactants are: [H-].[Na+].[CH3:3][N:4]1[CH2:9][CH2:8][CH:7]([OH:10])[CH2:6][CH2:5]1.[Br:11][C:12]1[CH:17]=[CH:16][C:15](F)=[CH:14][C:13]=1[S:19][CH3:20].O. (6) Given the product [F:12][C:5]1[CH:6]=[C:7]([O:10][CH3:11])[CH:8]=[CH:9][C:4]=1[OH:14], predict the reactants needed to synthesize it. The reactants are: C([C:4]1[CH:9]=[CH:8][C:7]([O:10][CH3:11])=[CH:6][C:5]=1[F:12])(=O)C.C[OH:14]. (7) Given the product [CH3:9][O:8][C:6](=[O:7])[C:5]1[CH:10]=[CH:11][CH:12]=[C:3]([O:2][CH3:1])[C:4]=1[O:13][CH2:14][C:15]1[CH:20]=[CH:19][CH:18]=[CH:17][CH:16]=1, predict the reactants needed to synthesize it. The reactants are: [CH3:1][O:2][C:3]1[CH:12]=[CH:11][CH:10]=[C:5]([C:6]([O:8][CH3:9])=[O:7])[C:4]=1[OH:13].[CH2:14](O)[C:15]1[CH:20]=[CH:19][CH:18]=[CH:17][CH:16]=1.C1(P(C2C=CC=CC=2)C2C=CC=CC=2)C=CC=CC=1.N(C(OCC)=O)=NC(OCC)=O.